Dataset: Reaction yield outcomes from USPTO patents with 853,638 reactions. Task: Predict the reaction yield, written as a fraction of the theoretical maximum amount of product (1.0 means a 100% yield; for example, 0.34 means a 34% yield). The reactants are [C:1]1([C@:7]2([C:16]([O:18]C)=[O:17])[CH2:9][C@@H:8]2[C:10]2[CH:15]=[CH:14][CH:13]=[CH:12][CH:11]=2)[CH:6]=[CH:5][CH:4]=[CH:3][CH:2]=1.CC([O-])(C)C.[K+]. The catalyst is CS(C)=O. The product is [C:1]1([C@:7]2([C:16]([OH:18])=[O:17])[CH2:9][C@@H:8]2[C:10]2[CH:11]=[CH:12][CH:13]=[CH:14][CH:15]=2)[CH:2]=[CH:3][CH:4]=[CH:5][CH:6]=1. The yield is 0.600.